From a dataset of Forward reaction prediction with 1.9M reactions from USPTO patents (1976-2016). Predict the product of the given reaction. (1) Given the reactants [N+:1]([C:4]1[C:14]([NH2:15])=[CH:13][C:7]2[CH2:8][CH2:9][CH2:10][CH2:11][CH2:12][C:6]=2[CH:5]=1)([O-])=[O:2].[N:16]#[C:17][NH2:18].[CH]Cl.[OH-].[Na+], predict the reaction product. The product is: [N+:1]1([O-:2])[C:4]2[CH:5]=[C:6]3[CH2:12][CH2:11][CH2:10][CH2:9][CH2:8][C:7]3=[CH:13][C:14]=2[N:15]=[C:17]([NH2:18])[N:16]=1. (2) Given the reactants Cl[C:2]1[C:3]2[S:11][CH:10]=[C:9]([CH3:12])[C:4]=2[N:5]=[C:6]([CH3:8])[N:7]=1.C[C:14]1[N:15]=[C:16](O)[C:17]2SC=[C:20]([CH3:23])[C:18]=2N=1.CN(C)[CH:27]=[O:28].P(Cl)(Cl)(Cl)=O.Cl[CH2:36]CCl, predict the reaction product. The product is: [CH3:27][O:28][C:20]1[CH:18]=[CH:17][C:16]([N:15]([CH3:14])[C:2]2[C:3]3[S:11][CH:10]=[C:9]([CH3:12])[C:4]=3[N:5]=[C:6]([CH3:8])[N:7]=2)=[CH:36][CH:23]=1. (3) Given the reactants [Li+].[CH3:2]C([N-]C(C)C)C.[CH3:9][Si:10]([CH2:13][C:14]([O-:16])=[O:15])([CH3:12])[CH3:11].Cl[Si](CC)(C)C, predict the reaction product. The product is: [CH2:9]([Si:10]([CH3:12])([CH3:11])[CH2:13][C:14]([OH:16])=[O:15])[CH3:2]. (4) Given the reactants [CH3:1][O:2][C:3]1[CH:12]=[C:11]2[C:6]([CH2:7][CH2:8][CH2:9][CH2:10]2)=[CH:5][CH:4]=1.[BH4-].[Na+].[NH4+].[Cl-].C[OH:18], predict the reaction product. The product is: [CH3:1][O:2][C:3]1[CH:12]=[C:11]2[C:6]([CH2:7][CH2:8][CH:9]([OH:18])[CH2:10]2)=[CH:5][CH:4]=1.